Task: Predict the reaction yield, written as a fraction of the theoretical maximum amount of product (1.0 means a 100% yield; for example, 0.34 means a 34% yield).. Dataset: Reaction yield outcomes from USPTO patents with 853,638 reactions The reactants are CC([N:5]([C:9]1[CH:14]=[CH:13][C:12]([C:15]2[CH:20]=[CH:19][C:18]([CH:21]([N:29]([C:31](=[O:46])[CH2:32][N:33]3[C:38]4[CH:39]=[C:40]([Cl:44])[C:41]([Cl:43])=[CH:42][C:37]=4[O:36][CH2:35][C:34]3=[O:45])[CH3:30])[CH2:22][N:23]3[CH2:28][CH2:27][O:26][CH2:25][CH2:24]3)=[CH:17][CH:16]=2)=[CH:11][CH:10]=1)C(=O)[O-])(C)C.FC(F)(F)C(O)=O. The catalyst is ClCCl. The product is [NH2:5][C:9]1[CH:10]=[CH:11][C:12]([C:15]2[CH:20]=[CH:19][C:18]([CH:21]([N:29]([CH3:30])[C:31](=[O:46])[CH2:32][N:33]3[C:38]4[CH:39]=[C:40]([Cl:44])[C:41]([Cl:43])=[CH:42][C:37]=4[O:36][CH2:35][C:34]3=[O:45])[CH2:22][N:23]3[CH2:24][CH2:25][O:26][CH2:27][CH2:28]3)=[CH:17][CH:16]=2)=[CH:13][CH:14]=1. The yield is 1.00.